This data is from Reaction yield outcomes from USPTO patents with 853,638 reactions. The task is: Predict the reaction yield, written as a fraction of the theoretical maximum amount of product (1.0 means a 100% yield; for example, 0.34 means a 34% yield). (1) The reactants are [CH3:1][O:2][C:3](=[O:12])[C:4]1[CH:9]=[CH:8][C:7](Br)=[C:6]([Cl:11])[CH:5]=1.[NH2:13][C:14]1[CH:15]=[N:16][C:17]([CH3:20])=[CH:18][CH:19]=1.C([O-])([O-])=O.[K+].[K+]. The catalyst is C1(C)C=CC=CC=1.C1C=CC(/C=C/C(/C=C/C2C=CC=CC=2)=O)=CC=1.C1C=CC(/C=C/C(/C=C/C2C=CC=CC=2)=O)=CC=1.C1C=CC(/C=C/C(/C=C/C2C=CC=CC=2)=O)=CC=1.[Pd].[Pd].C1C=CC(P(C2C(C3C(P(C4C=CC=CC=4)C4C=CC=CC=4)=CC=C4C=3C=CC=C4)=C3C(C=CC=C3)=CC=2)C2C=CC=CC=2)=CC=1. The product is [CH3:1][O:2][C:3](=[O:12])[C:4]1[CH:9]=[CH:8][C:7]([NH:13][C:14]2[CH:15]=[N:16][C:17]([CH3:20])=[CH:18][CH:19]=2)=[C:6]([Cl:11])[CH:5]=1. The yield is 1.00. (2) The reactants are FC(F)(F)S([O-])(=O)=O.[CH2:9]([C@H:16]1[C@H:24]([CH3:25])[O:23][C:22](=[O:26])[C@@H:21]([NH3+:27])[CH2:20][O:19][CH2:18][C@@H:17]1[O:28][CH2:29][O:30][CH2:31][C:32]1[CH:37]=[CH:36][CH:35]=[CH:34][CH:33]=1)[C:10]1[CH:15]=[CH:14][CH:13]=[CH:12][CH:11]=1.[OH:38][C:39]1[C:40]([C:47](O)=[O:48])=[N:41][CH:42]=[CH:43][C:44]=1[O:45][CH3:46].C(N(C(C)C)C(C)C)C.C1CN([P+](ON2N=NC3C=CC=CC2=3)(N2CCCC2)N2CCCC2)CC1.F[P-](F)(F)(F)(F)F. The catalyst is C(Cl)Cl. The product is [CH2:9]([C@H:16]1[C@H:24]([CH3:25])[O:23][C:22](=[O:26])[C@@H:21]([NH:27][C:47](=[O:48])[C:40]2[C:39]([OH:38])=[C:44]([O:45][CH3:46])[CH:43]=[CH:42][N:41]=2)[CH2:20][O:19][CH2:18][C@@H:17]1[O:28][CH2:29][O:30][CH2:31][C:32]1[CH:33]=[CH:34][CH:35]=[CH:36][CH:37]=1)[C:10]1[CH:11]=[CH:12][CH:13]=[CH:14][CH:15]=1. The yield is 0.700. (3) The reactants are O[CH2:2][C:3]1[CH:12]=[N:11][C:10]2[N:9]3[CH2:13][CH2:14][CH2:15][C@H:8]3[C:7](=[O:16])[NH:6][C:5]=2[CH:4]=1.Cl.Cl.[F:19][C:20]1[CH:25]=[CH:24][C:23]([N:26]2[CH2:31][CH2:30][NH:29][CH2:28][CH2:27]2)=[C:22]([CH3:32])[CH:21]=1.[I-].C(C[P+](C)(C)C)#N.C(N(CC)C(C)C)(C)C. The catalyst is C(#N)CC. The product is [F:19][C:20]1[CH:25]=[CH:24][C:23]([N:26]2[CH2:31][CH2:30][N:29]([CH2:2][C:3]3[CH:12]=[N:11][C:10]4[N:9]5[CH2:13][CH2:14][CH2:15][C@H:8]5[C:7](=[O:16])[NH:6][C:5]=4[CH:4]=3)[CH2:28][CH2:27]2)=[C:22]([CH3:32])[CH:21]=1. The yield is 0.567. (4) The yield is 0.300. No catalyst specified. The product is [NH2:21][C:10]1[N:11]=[C:12]([N:15]2[CH2:20][CH2:19][N:18]([C:29](=[O:30])[CH2:28][O:27][C:26]3[CH:32]=[CH:33][C:23]([Cl:22])=[CH:24][CH:25]=3)[CH2:17][CH2:16]2)[C:13]2[N:14]=[C:6]([CH2:1][CH2:2][CH2:3][CH2:4][CH3:5])[S:7][C:8]=2[N:9]=1. The reactants are [CH2:1]([C:6]1[S:7][C:8]2[N:9]=[C:10]([NH2:21])[N:11]=[C:12]([N:15]3[CH2:20][CH2:19][NH:18][CH2:17][CH2:16]3)[C:13]=2[N:14]=1)[CH2:2][CH2:3][CH2:4][CH3:5].[Cl:22][C:23]1[CH:33]=[CH:32][C:26]([O:27][CH2:28][C:29](O)=[O:30])=[CH:25][CH:24]=1.